Dataset: Full USPTO retrosynthesis dataset with 1.9M reactions from patents (1976-2016). Task: Predict the reactants needed to synthesize the given product. (1) Given the product [CH3:14][O:13][C:4]1[CH:5]=[C:6]([CH:11]=[CH:12][C:3]=1[CH2:2][N:15]1[CH2:20][CH2:19][O:18][CH2:17][CH2:16]1)[C:7]([O:9][CH3:10])=[O:8], predict the reactants needed to synthesize it. The reactants are: Br[CH2:2][C:3]1[CH:12]=[CH:11][C:6]([C:7]([O:9][CH3:10])=[O:8])=[CH:5][C:4]=1[O:13][CH3:14].[NH:15]1[CH2:20][CH2:19][O:18][CH2:17][CH2:16]1. (2) Given the product [CH3:60][N:59]([CH3:61])[CH2:58][CH2:57][N:56]([CH2:55][C:52]1[CH:51]=[CH:50][C:49]([NH:21][C:22]([C:24]2[CH:25]=[CH:26][C:27]([C:34]3[C:39]([Cl:40])=[C:38]([O:41][CH3:42])[CH:37]=[C:36]([O:43][CH3:44])[C:35]=3[Cl:45])=[C:28]3[C:33]=2[N:32]=[CH:31][CH:30]=[CH:29]3)=[O:23])=[N:54][CH:53]=1)[CH3:62], predict the reactants needed to synthesize it. The reactants are: COC1C=CC(CN2CCN(CC3N=CC([NH:21][C:22]([C:24]4[CH:25]=[CH:26][C:27]([C:34]5[C:39]([Cl:40])=[C:38]([O:41][CH3:42])[CH:37]=[C:36]([O:43][CH3:44])[C:35]=5[Cl:45])=[C:28]5[C:33]=4[N:32]=[CH:31][CH:30]=[CH:29]5)=[O:23])=CC=3)CC2)=CC=1.N[C:49]1[N:54]=[CH:53][C:52]([CH2:55][N:56]([CH3:62])[CH2:57][CH2:58][N:59]([CH3:61])[CH3:60])=[CH:51][CH:50]=1. (3) Given the product [C:36]([C:26]1[CH:25]=[C:24]([NH:23][C:21](=[O:22])[NH:20][C:13]2[C:14]3[C:19](=[CH:18][CH:17]=[CH:16][CH:15]=3)[C:10]([O:9][CH2:8][C:6]3[CH:5]=[CH:4][N:3]=[C:2]([NH:1][C:43](=[O:44])[CH2:42][O:41][CH3:40])[N:7]=3)=[CH:11][CH:12]=2)[N:28]([C:29]2[CH:30]=[CH:31][C:32]([CH3:35])=[CH:33][CH:34]=2)[N:27]=1)([CH3:39])([CH3:38])[CH3:37], predict the reactants needed to synthesize it. The reactants are: [NH2:1][C:2]1[N:7]=[C:6]([CH2:8][O:9][C:10]2[C:19]3[C:14](=[CH:15][CH:16]=[CH:17][CH:18]=3)[C:13]([NH:20][C:21]([NH:23][C:24]3[N:28]([C:29]4[CH:34]=[CH:33][C:32]([CH3:35])=[CH:31][CH:30]=4)[N:27]=[C:26]([C:36]([CH3:39])([CH3:38])[CH3:37])[CH:25]=3)=[O:22])=[CH:12][CH:11]=2)[CH:5]=[CH:4][N:3]=1.[CH3:40][O:41][CH2:42][C:43](Cl)=[O:44].CCN(C(C)C)C(C)C. (4) Given the product [CH3:21][CH:20]([NH:23][C:4](=[O:19])[C:5]([F:17])([F:18])[CH:6]([C:8]1[CH:13]=[CH:12][CH:11]=[CH:10][C:9]=1[N+:14]([O-:16])=[O:15])[OH:7])[CH3:22], predict the reactants needed to synthesize it. The reactants are: C(O[C:4](=[O:19])[C:5]([F:18])([F:17])[CH:6]([C:8]1[CH:13]=[CH:12][CH:11]=[CH:10][C:9]=1[N+:14]([O-:16])=[O:15])[OH:7])C.[CH:20]([NH2:23])([CH3:22])[CH3:21].